From a dataset of Reaction yield outcomes from USPTO patents with 853,638 reactions. Predict the reaction yield, written as a fraction of the theoretical maximum amount of product (1.0 means a 100% yield; for example, 0.34 means a 34% yield). (1) The reactants are [NH2:1][C:2]1[C:9](Br)=[CH:8][C:7]([N+:11]([O-:13])=[O:12])=[CH:6][C:3]=1[C:4]#[N:5].[CH3:14][C:15]([CH3:19])([CH3:18])[C:16]#[CH:17]. The catalyst is CCN(CC)CC.[Cu]I.Cl[Pd](Cl)([P](C1C=CC=CC=1)(C1C=CC=CC=1)C1C=CC=CC=1)[P](C1C=CC=CC=1)(C1C=CC=CC=1)C1C=CC=CC=1. The product is [NH2:1][C:2]1[C:9]([C:17]#[C:16][C:15]([CH3:19])([CH3:18])[CH3:14])=[CH:8][C:7]([N+:11]([O-:13])=[O:12])=[CH:6][C:3]=1[C:4]#[N:5]. The yield is 0.710. (2) The reactants are [N+:1]([C:4]1[CH:5]=[C:6]2[C:10](=[CH:11][CH:12]=1)[NH:9][N:8]=[CH:7]2)([O-:3])=[O:2].[F:13][C:14]1[CH:15]=[C:16]([CH:19]=[CH:20][CH:21]=1)[CH2:17]Cl.C([O-])([O-])=O.[K+].[K+].O. The catalyst is CN(C=O)C. The product is [F:13][C:14]1[CH:15]=[C:16]([CH:19]=[CH:20][CH:21]=1)[CH2:17][N:9]1[C:10]2[C:6](=[CH:5][C:4]([N+:1]([O-:3])=[O:2])=[CH:12][CH:11]=2)[CH:7]=[N:8]1. The yield is 0.330. (3) The reactants are C[O:2][C:3](=[O:52])[C:4]1[CH:9]=[CH:8][C:7]([CH3:10])=[C:6]([N:11]2[C:16]([CH3:17])=[CH:15][C:14]([O:18][CH2:19][C:20]3[CH:25]=[CH:24][CH:23]=[CH:22][C:21]=3[CH2:26][NH:27][C:28]([NH:30][C:31]3[N:32]([C:40]4[CH:45]=[CH:44][CH:43]=[C:42]([O:46][CH2:47][CH2:48][OH:49])[CH:41]=4)[N:33]=[C:34]([C:36]([CH3:39])([CH3:38])[CH3:37])[CH:35]=3)=[O:29])=[C:13]([Cl:50])[C:12]2=[O:51])[CH:5]=1.[OH-].[Na+].C(O)(=O)CC(CC(O)=O)(C(O)=O)O. The catalyst is C1COCC1. The product is [C:36]([C:34]1[CH:35]=[C:31]([NH:30][C:28](=[O:29])[NH:27][CH2:26][C:21]2[CH:22]=[CH:23][CH:24]=[CH:25][C:20]=2[CH2:19][O:18][C:14]2[CH:15]=[C:16]([CH3:17])[N:11]([C:6]3[CH:5]=[C:4]([CH:9]=[CH:8][C:7]=3[CH3:10])[C:3]([OH:52])=[O:2])[C:12](=[O:51])[C:13]=2[Cl:50])[N:32]([C:40]2[CH:45]=[CH:44][CH:43]=[C:42]([O:46][CH2:47][CH2:48][OH:49])[CH:41]=2)[N:33]=1)([CH3:37])([CH3:38])[CH3:39]. The yield is 0.851. (4) The reactants are [Cl:1][C:2]1[CH:11]=[C:10]2[C:5]([CH:6]=[C:7]([C:13]([O:15]CC)=O)[NH:8][C:9]2=[O:12])=[CH:4][CH:3]=1.[NH3:18].CO. No catalyst specified. The product is [Cl:1][C:2]1[CH:11]=[C:10]2[C:5]([CH:6]=[C:7]([C:13]([NH2:18])=[O:15])[NH:8][C:9]2=[O:12])=[CH:4][CH:3]=1. The yield is 0.380. (5) The product is [CH3:1][O:2][C:3]1[CH:4]=[C:5]([C:11]([CH3:15])([CH3:14])[C:12]([OH:23])=[O:21])[CH:6]=[C:7]([O:9][CH3:10])[CH:8]=1. The yield is 0.930. The reactants are [CH3:1][O:2][C:3]1[CH:4]=[C:5]([C:11]([CH3:15])([CH3:14])[C:12]#N)[CH:6]=[C:7]([O:9][CH3:10])[CH:8]=1.C(O)CCC.[OH-:21].[Na+].[OH2:23]. No catalyst specified. (6) The reactants are [Br:1][C:2]1[CH:3]=[CH:4][C:5]2[O:14][CH2:13][CH2:12][C:11]3[C:7](=[N:8][NH:9][CH:10]=3)[C:6]=2[CH:15]=1.[CH:16]([N:19]1[CH:23]=[N:22][N:21]=[C:20]1S(C)(=O)=O)([CH3:18])[CH3:17].C(=O)([O-])[O-].[Cs+].[Cs+]. The catalyst is C1COCC1. The product is [Br:1][C:2]1[CH:3]=[CH:4][C:5]2[O:14][CH2:13][CH2:12][C:11]3[C:7](=[N:8][N:9]([C:20]4[N:19]([CH:16]([CH3:18])[CH3:17])[CH:23]=[N:22][N:21]=4)[CH:10]=3)[C:6]=2[CH:15]=1. The yield is 0.430. (7) The reactants are [Cl:1][C:2]1[C:7]([CH:8]([CH3:11])[CH2:9][OH:10])=[C:6]([Cl:12])[N:5]=[CH:4][N:3]=1.[CH3:13][S:14](Cl)(=[O:16])=[O:15]. The catalyst is C(Cl)Cl.CN(C1C=CN=CC=1)C. The product is [Cl:12][C:6]1[C:7]([CH:8]([CH3:11])[CH2:9][O:10][S:14]([CH3:13])(=[O:16])=[O:15])=[C:2]([Cl:1])[N:3]=[CH:4][N:5]=1. The yield is 0.980. (8) The reactants are [CH3:1][O:2][C:3]([C@H:5]1[N:9]2[C:10](=[O:33])[C:11]([C:31]#[N:32])=[C:12]([CH2:20][C:21]3[C:30]4[C:25](=[CH:26][CH:27]=[CH:28][CH:29]=4)[CH:24]=[CH:23][CH:22]=3)[C:13]([C:14]3[CH:19]=[CH:18]C=CC=3)=[C:8]2[S:7][CH2:6]1)=[O:4].COC([C@H]1N2C(=O)C(Br)=C(CC3C4C(=CC=CC=4)C=CC=3)C(C3C=CC=CC=3)=C2SC1)=O.COC(C1N2C(=O)C(Br)=C(CC3C4C(=CC=CC=4)C=CC=3)C(C3CC3)=C2SC1)=O. No catalyst specified. The yield is 0.880. The product is [CH3:1][O:2][C:3]([CH:5]1[N:9]2[C:10](=[O:33])[C:11]([C:31]#[N:32])=[C:12]([CH2:20][C:21]3[C:30]4[C:25](=[CH:26][CH:27]=[CH:28][CH:29]=4)[CH:24]=[CH:23][CH:22]=3)[C:13]([CH:14]3[CH2:18][CH2:19]3)=[C:8]2[S:7][CH2:6]1)=[O:4].